This data is from Forward reaction prediction with 1.9M reactions from USPTO patents (1976-2016). The task is: Predict the product of the given reaction. (1) Given the reactants [Si:1]([O:8][CH2:9][C:10]1[CH:11]=[C:12]([CH:24]=[C:25]([CH2:27][O:28][Si:29]([C:32]([CH3:35])([CH3:34])[CH3:33])([CH3:31])[CH3:30])[CH:26]=1)[NH:13][CH2:14][CH2:15][O:16][CH2:17][CH2:18][O:19][CH2:20][CH2:21][O:22][CH3:23])([C:4]([CH3:7])([CH3:6])[CH3:5])([CH3:3])[CH3:2].[CH3:36][C:37]([S:44][S:45][CH3:46])([CH3:43])[CH2:38][CH2:39][C:40](O)=[O:41].C(Cl)CCl, predict the reaction product. The product is: [Si:1]([O:8][CH2:9][C:10]1[CH:11]=[C:12]([N:13]([CH2:14][CH2:15][O:16][CH2:17][CH2:18][O:19][CH2:20][CH2:21][O:22][CH3:23])[C:40](=[O:41])[CH2:39][CH2:38][C:37]([CH3:43])([S:44][S:45][CH3:46])[CH3:36])[CH:24]=[C:25]([CH2:27][O:28][Si:29]([C:32]([CH3:35])([CH3:34])[CH3:33])([CH3:30])[CH3:31])[CH:26]=1)([C:4]([CH3:5])([CH3:7])[CH3:6])([CH3:3])[CH3:2]. (2) The product is: [C:18]1([CH:24]2[CH2:25][CH2:26][N:27]([C:2]3[C:11]([N:32]4[CH2:33][CH2:35][CH:13]([C:7]5[CH:8]=[CH:9][CH:4]=[CH:5][CH:6]=5)[CH2:38][CH2:36]4)=[N:10][C:9]4[C:4](=[CH:5][CH:6]=[C:7]([C:13]([O:15][CH2:16][CH3:17])=[O:14])[CH:8]=4)[N:3]=3)[CH2:28][CH2:29]2)[CH:23]=[CH:22][CH:21]=[CH:20][CH:19]=1. Given the reactants Cl[C:2]1[C:11](Cl)=[N:10][C:9]2[C:4](=[CH:5][CH:6]=[C:7]([C:13]([O:15][CH2:16][CH3:17])=[O:14])[CH:8]=2)[N:3]=1.[C:18]1([CH:24]2[CH2:29][CH2:28][NH:27][CH2:26][CH2:25]2)[CH:23]=[CH:22][CH:21]=[CH:20][CH:19]=1.CC[N:32]([CH:36]([CH3:38])C)[CH:33]([CH3:35])C, predict the reaction product. (3) The product is: [C:1]([O:5][C:6]([NH:7][C@@H:8]([CH2:11][S:12][CH2:13][C:14]1[CH:15]=[CH:16][C:17]([O:20][CH3:21])=[CH:18][CH:19]=1)[CH2:9][O:10][C:32](=[O:33])[C:31]([CH3:36])([CH3:35])[CH3:30])=[O:22])([CH3:4])([CH3:3])[CH3:2]. Given the reactants [C:1]([O:5][C:6](=[O:22])[NH:7][C@@H:8]([CH2:11][S:12][CH2:13][C:14]1[CH:19]=[CH:18][C:17]([O:20][CH3:21])=[CH:16][CH:15]=1)[CH2:9][OH:10])([CH3:4])([CH3:3])[CH3:2].C(N(CC)CC)C.[CH3:30][C:31]([CH3:36])([CH3:35])[C:32](Cl)=[O:33].O, predict the reaction product. (4) The product is: [CH3:46][N:33]([CH3:32])[CH2:34][CH2:35][CH2:36][NH:37][C:38]1[CH:43]=[CH:42][C:41]([NH:44][C:2]2[N:7]=[C:6]([C:8]3[C:9]([C:17]4[CH:18]=[C:19]([NH:23][C:24](=[O:31])[CH2:25][C:26]5[S:27][CH:28]=[CH:29][CH:30]=5)[CH:20]=[CH:21][CH:22]=4)=[N:10][N:11]4[CH:16]=[CH:15][CH:14]=[CH:13][C:12]=34)[CH:5]=[CH:4][N:3]=2)=[CH:40][C:39]=1[F:45]. Given the reactants Cl[C:2]1[N:7]=[C:6]([C:8]2[C:9]([C:17]3[CH:18]=[C:19]([NH:23][C:24](=[O:31])[CH2:25][C:26]4[S:27][CH:28]=[CH:29][CH:30]=4)[CH:20]=[CH:21][CH:22]=3)=[N:10][N:11]3[CH:16]=[CH:15][CH:14]=[CH:13][C:12]=23)[CH:5]=[CH:4][N:3]=1.[CH3:32][N:33]([CH3:46])[CH2:34][CH2:35][CH2:36][NH:37][C:38]1[CH:43]=[CH:42][C:41]([NH2:44])=[CH:40][C:39]=1[F:45], predict the reaction product. (5) Given the reactants [Cl:1][C:2]1[CH:7]=[CH:6][C:5]([CH:8]([C:20]2[CH:25]=[CH:24][C:23]([Cl:26])=[CH:22][CH:21]=2)[C:9]2[CH:10]=[C:11]3[C:16](=[CH:17][CH:18]=2)[N:15]=[CH:14][N:13]=[C:12]3Cl)=[CH:4][CH:3]=1.[NH2:27][CH:28]1[CH2:33][CH2:32][N:31]([C:34]([O:36][C:37]([CH3:40])([CH3:39])[CH3:38])=[O:35])[CH2:30][CH2:29]1.C(N(CC)CC)C, predict the reaction product. The product is: [Cl:1][C:2]1[CH:7]=[CH:6][C:5]([CH:8]([C:20]2[CH:21]=[CH:22][C:23]([Cl:26])=[CH:24][CH:25]=2)[C:9]2[CH:10]=[C:11]3[C:16](=[CH:17][CH:18]=2)[N:15]=[CH:14][N:13]=[C:12]3[NH:27][CH:28]2[CH2:29][CH2:30][N:31]([C:34]([O:36][C:37]([CH3:40])([CH3:39])[CH3:38])=[O:35])[CH2:32][CH2:33]2)=[CH:4][CH:3]=1. (6) Given the reactants [CH:1]1([CH2:6][NH:7][C:8]2[CH:13]=[CH:12][C:11]([S:14]([CH3:17])(=[O:16])=[O:15])=[CH:10][C:9]=2[C:18]2[C:26]3[C:21](=[C:22]([O:27]C)[N:23]=[CH:24][CH:25]=3)[N:20]([CH3:29])[CH:19]=2)[CH2:5][CH2:4][CH2:3][CH2:2]1, predict the reaction product. The product is: [CH:1]1([CH2:6][NH:7][C:8]2[CH:13]=[CH:12][C:11]([S:14]([CH3:17])(=[O:16])=[O:15])=[CH:10][C:9]=2[C:18]2[C:26]3[CH:25]=[CH:24][NH:23][C:22](=[O:27])[C:21]=3[N:20]([CH3:29])[CH:19]=2)[CH2:5][CH2:4][CH2:3][CH2:2]1. (7) Given the reactants [CH3:1][C@H:2]1[CH2:13][CH:12]=[CH:11][CH2:10][C@@H:9]([CH2:14][C:15](OC(C)(C)C)=[O:16])[C:8](=[O:22])[O:7][CH2:6][C@@H:5]([C:23]2[CH:28]=[CH:27][CH:26]=[CH:25][CH:24]=2)[NH:4][C:3]1=[O:29].[SiH](CC)(CC)CC.FC(F)(F)C(O)=O.[Cl:44][C:45]1[CH:52]=[CH:51][C:48]([CH2:49][NH2:50])=[CH:47][CH:46]=1, predict the reaction product. The product is: [Cl:44][C:45]1[CH:52]=[CH:51][C:48]([CH2:49][NH:50][C:15](=[O:16])[CH2:14][C@H:9]2[C:8](=[O:22])[O:7][CH2:6][C@@H:5]([C:23]3[CH:28]=[CH:27][CH:26]=[CH:25][CH:24]=3)[NH:4][C:3](=[O:29])[C@@H:2]([CH3:1])[CH2:13][CH:12]=[CH:11][CH2:10]2)=[CH:47][CH:46]=1.